From a dataset of Forward reaction prediction with 1.9M reactions from USPTO patents (1976-2016). Predict the product of the given reaction. (1) Given the reactants [Br-].[OH:2][C:3]1[CH:28]=[CH:27][CH:26]=[CH:25][C:4]=1[CH2:5][P+](C1C=CC=CC=1)(C1C=CC=CC=1)C1C=CC=CC=1.[O:29]=[C:30]1[C:38]2[C:33](=[CH:34][CH:35]=[CH:36][CH:37]=2)[C:32](=[O:39])[N:31]1[CH2:40][CH2:41][CH2:42][C:43]1[CH:44]=[C:45]([CH:48]=[CH:49][CH:50]=1)[CH:46]=O, predict the reaction product. The product is: [OH:2][C:3]1[CH:28]=[CH:27][CH:26]=[CH:25][C:4]=1/[CH:5]=[CH:46]/[C:45]1[CH:44]=[C:43]([CH2:42][CH2:41][CH2:40][N:31]2[C:32](=[O:39])[C:33]3[C:38](=[CH:37][CH:36]=[CH:35][CH:34]=3)[C:30]2=[O:29])[CH:50]=[CH:49][CH:48]=1. (2) Given the reactants [CH3:1][S:2]([CH2:5][CH2:6][C:7]([OH:9])=O)(=[O:4])=[O:3].CN(C(ON1N=NC2C=CC=NC1=2)=[N+](C)C)C.F[P-](F)(F)(F)(F)F.CCN(C(C)C)C(C)C.[F:43][C:44]1[CH:52]=[C:51]2[C:47]([C:48]([C:53]3[CH:54]=[N:55][N:56]([CH:58]4[CH2:63][CH2:62][NH:61][CH2:60][CH2:59]4)[CH:57]=3)=[CH:49][NH:50]2)=[CH:46][CH:45]=1, predict the reaction product. The product is: [F:43][C:44]1[CH:52]=[C:51]2[C:47]([C:48]([C:53]3[CH:54]=[N:55][N:56]([CH:58]4[CH2:63][CH2:62][N:61]([C:7](=[O:9])[CH2:6][CH2:5][S:2]([CH3:1])(=[O:4])=[O:3])[CH2:60][CH2:59]4)[CH:57]=3)=[CH:49][NH:50]2)=[CH:46][CH:45]=1. (3) Given the reactants [OH:1][C:2]1[C:3]([N+:16]([O-])=O)=[C:4]([C:12]([O:14][CH3:15])=[O:13])[C:5](=[CH:10][CH:11]=1)[C:6]([O:8][CH3:9])=[O:7], predict the reaction product. The product is: [NH2:16][C:3]1[C:2]([OH:1])=[CH:11][CH:10]=[C:5]([C:6]([O:8][CH3:9])=[O:7])[C:4]=1[C:12]([O:14][CH3:15])=[O:13]. (4) Given the reactants [F:1][C:2]1[C:3]([CH3:9])=[C:4]([OH:8])[CH:5]=[CH:6][CH:7]=1.[Mg+2].[Cl-].[Cl-].[CH2:13]=[O:14].Cl, predict the reaction product. The product is: [F:1][C:2]1[CH:7]=[CH:6][C:5]([CH:13]=[O:14])=[C:4]([OH:8])[C:3]=1[CH3:9]. (5) Given the reactants [NH2:1][C:2]1[C:11]2[N:12]=[C:13]([CH2:39][CH2:40][O:41][CH3:42])[N:14]([CH2:15][CH2:16][CH2:17][CH2:18][N:19]([CH2:25][C:26]3[CH:27]=[C:28]([CH:36]=[CH:37][CH:38]=3)[O:29][C:30]([CH3:35])([CH3:34])[C:31]([OH:33])=[O:32])[CH2:20][CH2:21][N:22]([CH3:24])[CH3:23])[C:10]=2[C:9]2[CH:8]=[CH:7][CH:6]=[CH:5][C:4]=2[N:3]=1.[CH3:43]O, predict the reaction product. The product is: [NH2:1][C:2]1[C:11]2[N:12]=[C:13]([CH2:39][CH2:40][O:41][CH3:42])[N:14]([CH2:15][CH2:16][CH2:17][CH2:18][N:19]([CH2:25][C:26]3[CH:27]=[C:28]([CH:36]=[CH:37][CH:38]=3)[O:29][C:30]([CH3:35])([CH3:34])[C:31]([O:33][CH3:43])=[O:32])[CH2:20][CH2:21][N:22]([CH3:24])[CH3:23])[C:10]=2[C:9]2[CH:8]=[CH:7][CH:6]=[CH:5][C:4]=2[N:3]=1. (6) Given the reactants FC(F)(F)S(OS(C(F)(F)F)(=O)=O)(=O)=[O:4].C(C1C=CC=[C:22]([C:26]([CH3:29])([CH3:28])C)[N:21]=1)(C)(C)C.[F:30][C:31]1[CH:36]=[C:35]([CH3:37])[CH:34]=[CH:33][C:32]=1[C:38]1[S:39][C:40]2[C:45]([N:46]=1)=[CH:44][CH:43]=[C:42]([C:47]([C:49]1[CH:54]=[CH:53][CH:52]=[CH:51][CH:50]=1)=[CH2:48])[N:41]=2.[OH2:55].Cl[CH2:57][CH2:58]Cl, predict the reaction product. The product is: [F:30][C:31]1[CH:36]=[C:35]([CH:34]=[CH:33][C:32]=1[C:38]1[S:39][C:40]2[C:45]([N:46]=1)=[CH:44][CH:43]=[C:42]([C:47]1([C:49]3[CH:50]=[CH:51][CH:52]=[CH:53][CH:54]=3)[CH2:58][CH2:57][CH2:48]1)[N:41]=2)[CH2:37][N:21]1[CH2:22][CH:26]([C:28]([OH:4])=[O:55])[CH2:29]1. (7) Given the reactants [CH3:1][C:2]1[O:6][N:5]=[C:4]([C:7]2[CH:12]=[CH:11][CH:10]=[CH:9][CH:8]=2)[C:3]=1[C:13]([NH:15][NH2:16])=[O:14].[F:17][CH:18]([F:29])[O:19][C:20]1[CH:28]=[CH:27][CH:26]=[CH:25][C:21]=1[C:22](O)=O, predict the reaction product. The product is: [F:17][CH:18]([F:29])[O:19][C:20]1[CH:28]=[CH:27][CH:26]=[CH:25][C:21]=1[C:22]1[O:14][C:13]([C:3]2[C:4]([C:7]3[CH:12]=[CH:11][CH:10]=[CH:9][CH:8]=3)=[N:5][O:6][C:2]=2[CH3:1])=[N:15][N:16]=1. (8) Given the reactants [CH2:1]([O:4][C:5](=[O:17])[C:6]([C:15]#[N:16])=[C:7](O)[CH:8]([CH2:11][S:12][CH3:13])[CH2:9][CH3:10])[CH2:2][CH3:3].O=P(Cl)(Cl)Cl.C([N:25](CC)CC)C, predict the reaction product. The product is: [NH2:25]/[C:7](/[CH:8]([CH2:11][S:12][CH3:13])[CH2:9][CH3:10])=[C:6](/[C:15]#[N:16])\[C:5]([O:4][CH2:1][CH2:2][CH3:3])=[O:17].